Predict the reactants needed to synthesize the given product. From a dataset of Full USPTO retrosynthesis dataset with 1.9M reactions from patents (1976-2016). Given the product [C:14]([O:13][C:9]([NH:10][N:11]=[CH:7][C:3]1[CH:2]=[N:1][CH:6]=[CH:5][CH:4]=1)=[O:12])([CH3:17])([CH3:16])[CH3:15], predict the reactants needed to synthesize it. The reactants are: [N:1]1[CH:6]=[CH:5][CH:4]=[C:3]([CH:7]=O)[CH:2]=1.[C:9]([O:13][C:14]([CH3:17])([CH3:16])[CH3:15])(=[O:12])[NH:10][NH2:11].